This data is from Reaction yield outcomes from USPTO patents with 853,638 reactions. The task is: Predict the reaction yield, written as a fraction of the theoretical maximum amount of product (1.0 means a 100% yield; for example, 0.34 means a 34% yield). (1) The yield is 0.240. The reactants are CC1C2C(=CC=CC=2[N+]([O-])=O)NC=1.[CH3:14][C:15]1[C:23]2[C:18](=[CH:19][C:20]([N+:24]([O-])=O)=[CH:21][CH:22]=2)[NH:17][CH:16]=1. The product is [CH3:14][C:15]1[C:23]2[C:18](=[CH:19][C:20]([NH2:24])=[CH:21][CH:22]=2)[NH:17][CH:16]=1. The catalyst is C(O)C.[Pd]. (2) The reactants are [CH3:1][C:2]1[CH:3]=[C:4]([NH:20][C:21]2[N:26]=[C:25](O)[CH:24]=[CH:23][N:22]=2)[CH:5]=[C:6]([C:8]2[S:12][C:11]([C:13]([OH:19])([CH3:18])[C:14]([F:17])([F:16])[F:15])=[N:10][CH:9]=2)[CH:7]=1.P(Cl)(Cl)([Cl:30])=O. The catalyst is O1CCOCC1. The product is [Cl:30][C:25]1[CH:24]=[CH:23][N:22]=[C:21]([NH:20][C:4]2[CH:5]=[C:6]([C:8]3[S:12][C:11]([C:13]([OH:19])([CH3:18])[C:14]([F:17])([F:15])[F:16])=[N:10][CH:9]=3)[CH:7]=[C:2]([CH3:1])[CH:3]=2)[N:26]=1. The yield is 0.750. (3) The reactants are [CH2:1]([C:3]1[N:11]=[C:10]([C:12]([F:15])([F:14])[F:13])[N:9]=[C:8]2[C:4]=1[N:5]=[CH:6][N:7]2[C:16]1[CH:21]=[CH:20][C:19](C(OC)=O)=[CH:18][CH:17]=1)[CH3:2].[OH-:26].[K+].[CH3:28][OH:29].C1COCC1.O. No catalyst specified. The product is [C:28]([C:18]1[CH:17]=[C:16]([N:7]2[CH:6]=[N:5][C:4]3[C:8]2=[N:9][C:10]([C:12]([F:15])([F:13])[F:14])=[N:11][C:3]=3[CH2:1][CH3:2])[CH:21]=[CH:20][CH:19]=1)([OH:29])=[O:26]. The yield is 0.220.